This data is from Forward reaction prediction with 1.9M reactions from USPTO patents (1976-2016). The task is: Predict the product of the given reaction. (1) Given the reactants [CH:1]1([CH:4]([O:8][CH2:9][CH:10]=O)[CH2:5][CH:6]=[CH2:7])[CH2:3][CH2:2]1.C([O-])(=O)C.[Na+].Cl.[NH2:18][OH:19], predict the reaction product. The product is: [CH:1]1([CH:4]([O:8][CH2:9][CH:10]=[N:18][OH:19])[CH2:5][CH:6]=[CH2:7])[CH2:3][CH2:2]1. (2) Given the reactants Cl.[CH:2]1([CH2:5][O:6][C:7]2[CH:12]=[C:11]([F:13])[CH:10]=[CH:9][C:8]=2[C:14]2[C:15]3[NH:22][C:21]([CH3:23])=[C:20]([C:24]([NH:26][CH:27]4[CH2:32][CH2:31][NH:30][CH2:29][CH2:28]4)=[O:25])[C:16]=3[N:17]=[CH:18][N:19]=2)[CH2:4][CH2:3]1.[C:33](Cl)(=[O:36])[CH2:34][CH3:35], predict the reaction product. The product is: [CH:2]1([CH2:5][O:6][C:7]2[CH:12]=[C:11]([F:13])[CH:10]=[CH:9][C:8]=2[C:14]2[C:15]3[NH:22][C:21]([CH3:23])=[C:20]([C:24]([NH:26][CH:27]4[CH2:28][CH2:29][N:30]([C:33](=[O:36])[CH2:34][CH3:35])[CH2:31][CH2:32]4)=[O:25])[C:16]=3[N:17]=[CH:18][N:19]=2)[CH2:4][CH2:3]1.